This data is from Forward reaction prediction with 1.9M reactions from USPTO patents (1976-2016). The task is: Predict the product of the given reaction. (1) Given the reactants CC(C)([O-])C.[Li]C(C)(C)C.C(=O)=O.[C-:14]1([C:19]([OH:21])=O)[CH:18]=[CH:17][CH:16]=[CH:15]1.[CH-:22]1[CH:26]=[CH:25][CH:24]=[CH:23]1.[Fe+2:27].C(Cl)(=O)C([Cl:31])=O, predict the reaction product. The product is: [Cl:31][C:19]([C-:14]1[CH:18]=[CH:17][CH:16]=[CH:15]1)=[O:21].[CH-:22]1[CH:26]=[CH:25][CH:24]=[CH:23]1.[Fe+2:27]. (2) Given the reactants Br[C:2]1[C:12]2[O:11][CH2:10][CH2:9][N:8]([C:13]([O:15][C:16]([CH3:19])([CH3:18])[CH3:17])=[O:14])[CH2:7][C:6]=2[CH:5]=[CH:4][CH:3]=1.[O:20]1[CH2:24][C:23](=O)[N:22]=[C-:21]1.P([O-])([O-])([O-])=[O:27].[K+].[K+].[K+].[C@@H]1(N)CCCC[C@H]1N, predict the reaction product. The product is: [O:27]=[C:21]1[N:22]([C:2]2[C:12]3[O:11][CH2:10][CH2:9][N:8]([C:13]([O:15][C:16]([CH3:19])([CH3:18])[CH3:17])=[O:14])[CH2:7][C:6]=3[CH:5]=[CH:4][CH:3]=2)[CH2:23][CH2:24][O:20]1. (3) Given the reactants [C:1]([O:5][C:6](=[O:15])[NH:7][CH:8]1[CH2:13][CH2:12][CH:11]([NH2:14])[CH2:10][CH2:9]1)([CH3:4])([CH3:3])[CH3:2].C(=O)([O-])O.[Na+].Br[CH2:22][CH2:23][CH2:24][CH2:25]Br, predict the reaction product. The product is: [C:1]([O:5][C:6](=[O:15])[NH:7][CH:8]1[CH2:9][CH2:10][CH:11]([N:14]2[CH2:25][CH2:24][CH2:23][CH2:22]2)[CH2:12][CH2:13]1)([CH3:4])([CH3:2])[CH3:3].